From a dataset of Reaction yield outcomes from USPTO patents with 853,638 reactions. Predict the reaction yield, written as a fraction of the theoretical maximum amount of product (1.0 means a 100% yield; for example, 0.34 means a 34% yield). (1) The reactants are C([N:8]1[CH2:14][C:13]2[N:15]=[CH:16][C:17]([C:19]3[CH2:23][CH2:22][CH2:21][CH:20]=3)=[N:18][C:12]=2[O:11][CH2:10][CH2:9]1)C1C=CC=CC=1.[Cl:24]C(OC(Cl)C)=O. The catalyst is C1(C)C=CC=CC=1. The product is [ClH:24].[C:19]1([C:17]2[CH:16]=[N:15][C:13]3[CH2:14][NH:8][CH2:9][CH2:10][O:11][C:12]=3[N:18]=2)[CH2:23][CH2:22][CH2:21][CH:20]=1. The yield is 0.500. (2) The reactants are [O:1]=[S:2]1(=[O:40])[CH2:6][CH2:5][CH:4]=[C:3]1[C:7]1[CH:39]=[CH:38][C:10]2[NH:11][C:12]([C:17]3[C:18](=[O:37])[N:19]([CH2:29][C:30]4[CH:35]=[CH:34][C:33]([F:36])=[CH:32][CH:31]=4)[C@@H:20]4[C@H:25]([C:26]=3[OH:27])[C@@H:24]3[CH2:28][C@H:21]4[CH2:22][CH2:23]3)=[N:13][S:14](=[O:16])(=[O:15])[C:9]=2[CH:8]=1. The catalyst is CO.[Pd]. The product is [O:40]=[S:2]1(=[O:1])[CH2:6][CH2:5][CH2:4][CH:3]1[C:7]1[CH:39]=[CH:38][C:10]2[NH:11][C:12]([C:17]3[C:18](=[O:37])[N:19]([CH2:29][C:30]4[CH:31]=[CH:32][C:33]([F:36])=[CH:34][CH:35]=4)[C@@H:20]4[C@H:25]([C:26]=3[OH:27])[C@@H:24]3[CH2:28][C@H:21]4[CH2:22][CH2:23]3)=[N:13][S:14](=[O:15])(=[O:16])[C:9]=2[CH:8]=1. The yield is 0.860. (3) The reactants are [NH2:1][C:2]1[CH:10]=[CH:9][CH:8]=[C:7]([O:11][CH3:12])[C:3]=1[C:4]([OH:6])=[O:5].[CH:13]([CH:15]=[CH2:16])=O. The catalyst is O1CCOCC1. The product is [CH3:12][O:11][C:7]1[C:3]([C:4]([OH:6])=[O:5])=[C:2]2[C:10]([CH:13]=[CH:15][CH:16]=[N:1]2)=[CH:9][CH:8]=1. The yield is 0.200.